This data is from Reaction yield outcomes from USPTO patents with 853,638 reactions. The task is: Predict the reaction yield, written as a fraction of the theoretical maximum amount of product (1.0 means a 100% yield; for example, 0.34 means a 34% yield). (1) The reactants are [CH3:1][O:2][C:3]1[C:8]([CH3:9])=[CH:7][C:6]([NH:10][C:11]([CH:13]([NH:16][CH2:17][C:18]2[CH:34]=[CH:33][C:21]([O:22][C:23]([CH3:32])([CH3:31])[C:24]([O:26]C(C)(C)C)=[O:25])=[CH:20][CH:19]=2)[CH2:14][CH3:15])=[O:12])=[C:5]([CH3:35])[CH:4]=1.FC(F)(F)C(O)=O. The catalyst is ClCCl. The product is [CH3:1][O:2][C:3]1[C:8]([CH3:9])=[CH:7][C:6]([NH:10][C:11]([CH:13]([NH:16][CH2:17][C:18]2[CH:19]=[CH:20][C:21]([O:22][C:23]([CH3:32])([CH3:31])[C:24]([OH:26])=[O:25])=[CH:33][CH:34]=2)[CH2:14][CH3:15])=[O:12])=[C:5]([CH3:35])[CH:4]=1. The yield is 0.930. (2) The reactants are Br[C:2]1[CH:14]=[CH:13][C:5]([C:6]([O:8][C:9]([CH3:12])([CH3:11])[CH3:10])=[O:7])=[C:4]([Cl:15])[CH:3]=1.C([O-])([O-])=O.[K+].[K+].[C:22]1(C)C=CC=C[CH:23]=1. The catalyst is C1C=CC([P]([Pd]([P](C2C=CC=CC=2)(C2C=CC=CC=2)C2C=CC=CC=2)([P](C2C=CC=CC=2)(C2C=CC=CC=2)C2C=CC=CC=2)[P](C2C=CC=CC=2)(C2C=CC=CC=2)C2C=CC=CC=2)(C2C=CC=CC=2)C2C=CC=CC=2)=CC=1. The product is [Cl:15][C:4]1[CH:3]=[C:2]([CH:22]=[CH2:23])[CH:14]=[CH:13][C:5]=1[C:6]([O:8][C:9]([CH3:12])([CH3:11])[CH3:10])=[O:7]. The yield is 0.460. (3) The reactants are [CH2:1]([O:3][C:4]1[CH:9]=[CH:8][C:7]([O:10][CH2:11][CH3:12])=[CH:6][C:5]=1[C:13]1([CH3:20])[NH:17][C:16](=[O:18])[NH:15][C:14]1=[O:19])[CH3:2].Br[CH2:22][C:23]([C:25]1[CH:30]=[CH:29][CH:28]=[CH:27][CH:26]=1)=[O:24]. No catalyst specified. The product is [CH2:1]([O:3][C:4]1[CH:9]=[CH:8][C:7]([O:10][CH2:11][CH3:12])=[CH:6][C:5]=1[C:13]1([CH3:20])[NH:17][C:16](=[O:18])[N:15]([CH2:22][C:23](=[O:24])[C:25]2[CH:30]=[CH:29][CH:28]=[CH:27][CH:26]=2)[C:14]1=[O:19])[CH3:2]. The yield is 0.740. (4) The reactants are [C:1](=[O:4])([O-])[O-].[K+].[K+].[CH2:7](I)[CH2:8][CH2:9][CH3:10].O[C:13]1[CH:20]=[C:19]([OH:21])[CH:18]=[CH:17][C:14]=1[CH:15]=[O:16].CI. The catalyst is CN(C)C=O. The yield is 0.310. The product is [CH2:7]([O:21][C:19]1[CH:20]=[CH:13][C:14]([CH:15]=[O:16])=[C:17]([O:4][CH3:1])[CH:18]=1)[CH2:8][CH2:9][CH3:10]. (5) The reactants are [C:1]12(O)[CH2:9][CH:5]([C:6]1([CH3:8])[CH3:7])[CH2:4][CH2:3][C:2]2([OH:11])[CH3:10].[CH3:13][CH:14]([CH3:19])[CH2:15][B:16](O)[OH:17]. The catalyst is C(OCC)C. The product is [CH3:13][CH:14]([CH3:19])[CH2:15][B:16]1[O:17][C@@H:3]2[CH2:4][C@@H:5]3[CH2:9][C@H:1]([C@:2]2([CH3:10])[O:11]1)[C:6]3([CH3:8])[CH3:7]. The yield is 0.940. (6) The reactants are [NH2:1][C:2]1[CH:3]=[C:4]([CH:10]=[CH:11][CH:12]=1)[C:5]([O:7][CH2:8][CH3:9])=[O:6].[F:13][C:14]([F:27])([O:18][C:19]1[CH:20]=[C:21]([CH:24]=[CH:25][CH:26]=1)[CH:22]=O)[CH:15]([F:17])[F:16].ClC(Cl)C.C(O)(=O)C.[BH-](OC(C)=O)(OC(C)=O)OC(C)=O.[Na+]. No catalyst specified. The product is [F:13][C:14]([F:27])([O:18][C:19]1[CH:20]=[C:21]([CH2:22][NH:1][C:2]2[CH:3]=[C:4]([CH:10]=[CH:11][CH:12]=2)[C:5]([O:7][CH2:8][CH3:9])=[O:6])[CH:24]=[CH:25][CH:26]=1)[CH:15]([F:16])[F:17]. The yield is 0.980. (7) The reactants are [Cl:1][C:2]1[C:7]2=[N:8][CH:9]=[C:10]([O:12][CH2:13][C:14]3O[CH:16]=[CH:17][N:18]=3)[N:11]=[C:6]2[CH:5]=[CH:4][N:3]=1.ClC1N=C2C=CN=C(Cl)C2=NC=1.CC1[O:36][N:35]=C(CO)N=1. No catalyst specified. The product is [Cl:1][C:2]1[C:7]2=[N:8][CH:9]=[C:10]([O:12][CH2:13][C:14]3[N:18]=[C:17]([CH3:16])[O:36][N:35]=3)[N:11]=[C:6]2[CH:5]=[CH:4][N:3]=1. The yield is 0.880. (8) The reactants are [N+:1]([C:4]1[CH:13]=[CH:12][CH:11]=[C:6]([C:7]([NH:9][NH2:10])=[O:8])[C:5]=1[OH:14])([O-:3])=[O:2].[C:15]([C:18]1[CH:23]=[CH:22][CH:21]=[CH:20][CH:19]=1)(=O)[CH3:16].C1(C)C=CC(S(O)(=O)=O)=CC=1. The catalyst is C(O)C. The product is [C:18]1([C:15](=[N:10][NH:9][C:7](=[O:8])[C:6]2[C:5](=[C:4]([N+:1]([O-:3])=[O:2])[CH:13]=[CH:12][CH:11]=2)[OH:14])[CH3:16])[CH:23]=[CH:22][CH:21]=[CH:20][CH:19]=1. The yield is 0.900.